From a dataset of Full USPTO retrosynthesis dataset with 1.9M reactions from patents (1976-2016). Predict the reactants needed to synthesize the given product. (1) Given the product [C:2]([CH2:3][C@H:4]([N:13]1[CH2:17][CH2:16][C@H:15]([NH:18][C:19](=[O:25])[O:20][C:21]([CH3:22])([CH3:23])[CH3:24])[C:14]1=[O:26])[C:5]([N:7]1[CH2:8][CH2:9][O:10][CH2:11][CH2:12]1)=[O:6])#[N:1], predict the reactants needed to synthesize it. The reactants are: [NH2:1][C:2](=O)[CH2:3][C@H:4]([N:13]1[CH2:17][CH2:16][C@H:15]([NH:18][C:19](=[O:25])[O:20][C:21]([CH3:24])([CH3:23])[CH3:22])[C:14]1=[O:26])[C:5]([N:7]1[CH2:12][CH2:11][O:10][CH2:9][CH2:8]1)=[O:6].C(N(CC)CC)C.FC(F)(F)C(OC(=O)C(F)(F)F)=O. (2) Given the product [CH3:1][C:2]1([CH3:18])[O:6][N:5]=[C:4]([S:7]([CH:10]([F:52])[C:11]2[C:15]([CH3:16])=[N:14][N:13]([CH3:17])[N:12]=2)(=[O:8])=[O:9])[CH2:3]1, predict the reactants needed to synthesize it. The reactants are: [CH3:1][C:2]1([CH3:18])[O:6][N:5]=[C:4]([S:7]([CH2:10][C:11]2[C:15]([CH3:16])=[N:14][N:13]([CH3:17])[N:12]=2)(=[O:9])=[O:8])[CH2:3]1.CC(N=P(N(C)C)(N(C)C)N=P(N(C)C)(N(C)C)N(C)C)(C)C.C1C=CC(S(N(S(C2C=CC=CC=2)(=O)=O)[F:52])(=O)=O)=CC=1. (3) Given the product [F:37][C:36]([F:39])([F:38])[S:33]([C:2]1[CH2:11][CH2:10][C:9]2[CH:8]=[C:7]([C:12]([O:14][CH3:15])=[O:13])[CH:6]=[CH:5][C:4]=2[CH:3]=1)(=[O:35])=[O:34], predict the reactants needed to synthesize it. The reactants are: O=[C:2]1[CH2:11][CH2:10][C:9]2[CH:8]=[C:7]([C:12]([O:14][CH3:15])=[O:13])[CH:6]=[CH:5][C:4]=2[CH2:3]1.C[Si](C)(C)[N-][Si](C)(C)C.[Li+].C1C=CC(N([S:33]([C:36]([F:39])([F:38])[F:37])(=[O:35])=[O:34])[S:33]([C:36]([F:39])([F:38])[F:37])(=[O:35])=[O:34])=CC=1.O. (4) Given the product [F:1][C:2]1[CH:7]=[C:6]([F:8])[CH:5]=[CH:4][C:3]=1[C:12]1[C:17]([Cl:18])=[C:16]([CH3:19])[C:15]([C:20]([F:22])([F:23])[F:21])=[CH:14][N:13]=1.[F:1][C:2]1[CH:7]=[C:6]([O:26][CH2:25][C:24]([O:28][CH3:29])=[O:27])[C:5]([N+:9]([O-:11])=[O:10])=[CH:4][C:3]=1[C:12]1[C:17]([Cl:18])=[C:16]([CH3:19])[C:15]([C:20]([F:23])([F:22])[F:21])=[CH:14][N:13]=1, predict the reactants needed to synthesize it. The reactants are: [F:1][C:2]1[CH:7]=[C:6]([F:8])[C:5]([N+:9]([O-:11])=[O:10])=[CH:4][C:3]=1[C:12]1[C:17]([Cl:18])=[C:16]([CH3:19])[C:15]([C:20]([F:23])([F:22])[F:21])=[CH:14][N:13]=1.[C:24]([O:28][CH3:29])(=[O:27])[CH2:25][OH:26].[F-].[K+]. (5) Given the product [Br:6][C:7]1[CH:8]=[C:9]([CH:22]=[CH:23][C:24]=1[Cl:25])[C:10]([N:12]([C:14]1[C:19]([CH3:20])=[CH:18][CH:17]=[CH:16][C:15]=1[O:21][CH2:2][CH2:3][CH2:4][OH:5])[CH3:13])=[O:11], predict the reactants needed to synthesize it. The reactants are: Br[CH2:2][CH2:3][CH2:4][OH:5].[Br:6][C:7]1[CH:8]=[C:9]([CH:22]=[CH:23][C:24]=1[Cl:25])[C:10]([N:12]([C:14]1[C:19]([CH3:20])=[CH:18][CH:17]=[CH:16][C:15]=1[OH:21])[CH3:13])=[O:11].C([O-])([O-])=O.[K+].[K+].Cl. (6) Given the product [N:10]([N:1]1[C:9]2[C:4](=[CH:5][CH:6]=[CH:7][CH:8]=2)[CH2:3][CH2:2]1)=[O:11], predict the reactants needed to synthesize it. The reactants are: [NH:1]1[C:9]2[C:4](=[CH:5][CH:6]=[CH:7][CH:8]=2)[CH2:3][CH2:2]1.[N:10]([O-])=[O:11].[Na+].Cl. (7) Given the product [CH2:1]([O:3][C:4]([CH:6]1[CH2:7][CH2:8][N:9]([C:12](=[O:37])[CH:13]=[CH:14][C:15]2[CH:20]=[CH:19][C:18]([S:21][C:22]3[CH:27]=[CH:26][CH:25]=[C:24]([NH:28][CH:42]4[CH2:43][CH2:44][N:39]([CH3:38])[CH2:40][CH2:41]4)[CH:23]=3)=[C:17]([C:29]([F:32])([F:30])[F:31])[C:16]=2[C:33]([F:34])([F:36])[F:35])[CH2:10][CH2:11]1)=[O:5])[CH3:2], predict the reactants needed to synthesize it. The reactants are: [CH2:1]([O:3][C:4]([CH:6]1[CH2:11][CH2:10][N:9]([C:12](=[O:37])[CH:13]=[CH:14][C:15]2[CH:20]=[CH:19][C:18]([S:21][C:22]3[CH:27]=[CH:26][CH:25]=[C:24]([NH2:28])[CH:23]=3)=[C:17]([C:29]([F:32])([F:31])[F:30])[C:16]=2[C:33]([F:36])([F:35])[F:34])[CH2:8][CH2:7]1)=[O:5])[CH3:2].[CH3:38][N:39]1[CH2:44][CH2:43][C:42](=O)[CH2:41][CH2:40]1.CC(O)=O.C(O[BH-](OC(=O)C)OC(=O)C)(=O)C.[Na+]. (8) Given the product [CH2:31]([C:33]1[CH:38]=[CH:37][C:36]([C:24]2[N:23]=[C:22]([N:19]3[CH2:18][CH2:17][CH:16]([CH2:59][C:53]4[CH:58]=[C:57]5[C:56](=[CH:55][CH:54]=4)[C@H:17]([CH2:18][C:45]([OH:48])=[O:46])[CH2:16][CH2:21]5)[CH2:21][CH2:20]3)[C:27]([CH3:28])=[CH:26][N:25]=2)=[CH:35][CH:34]=1)[CH3:32], predict the reactants needed to synthesize it. The reactants are: C(OC(=O)C[C@H]1C2C(=CC(O[CH:16]3[CH2:21][CH2:20][N:19]([C:22]4[C:27]([CH3:28])=[CH:26][N:25]=[C:24](Cl)[N:23]=4)[CH2:18][CH2:17]3)=CC=2)CC1)C.[CH2:31]([C:33]1[CH:38]=[CH:37][C:36](B(O)O)=[CH:35][CH:34]=1)[CH3:32].C(Cl)Cl.[C:45]([O-:48])([O-])=[O:46].[Na+].[Na+].[Li+].[OH-].[C:53]1([CH3:59])[CH:58]=[CH:57][CH:56]=[CH:55][CH:54]=1.